Dataset: Reaction yield outcomes from USPTO patents with 853,638 reactions. Task: Predict the reaction yield, written as a fraction of the theoretical maximum amount of product (1.0 means a 100% yield; for example, 0.34 means a 34% yield). (1) The reactants are [OH:1][CH2:2][C:3]1[CH:4]=[C:5]([C:9]2[C:14]([CH3:15])=[CH:13][C:12]([OH:16])=[CH:11][C:10]=2[CH3:17])[CH:6]=[CH:7][CH:8]=1.[CH2:18]([S:20][CH2:21][CH2:22]Cl)[CH3:19].C(=O)([O-])[O-].[K+].[K+].[I-].[K+]. The catalyst is CN(C)C=O.O. The product is [CH2:18]([S:20][CH2:21][CH2:22][O:16][C:12]1[CH:11]=[C:10]([CH3:17])[C:9]([C:5]2[CH:6]=[CH:7][CH:8]=[C:3]([CH2:2][OH:1])[CH:4]=2)=[C:14]([CH3:15])[CH:13]=1)[CH3:19]. The yield is 0.470. (2) The reactants are [NH2:1][C:2]1([CH2:15][NH:16][C:17](=[O:26])[C:18]2[CH:23]=[CH:22][C:21]([F:24])=[CH:20][C:19]=2[F:25])[CH2:6][CH2:5][N:4]([C:7]2[C:12](Br)=[C:11]([NH2:14])[N:10]=[CH:9][N:8]=2)[CH2:3]1.[F:27][C:28]1[CH:33]=[CH:32][C:31](B(O)O)=[CH:30][CH:29]=1.C1(P(C2CCCCC2)C2C=CC=CC=2C2C(OC)=CC=CC=2OC)CCCCC1.C(=O)([O-])[O-].[Cs+].[Cs+]. The catalyst is O1CCOCC1.O.C([O-])(=O)C.[Pd+2].C([O-])(=O)C. The product is [NH2:1][C:2]1([CH2:15][NH:16][C:17](=[O:26])[C:18]2[CH:23]=[CH:22][C:21]([F:24])=[CH:20][C:19]=2[F:25])[CH2:6][CH2:5][N:4]([C:7]2[C:12]([C:31]3[CH:32]=[CH:33][C:28]([F:27])=[CH:29][CH:30]=3)=[C:11]([NH2:14])[N:10]=[CH:9][N:8]=2)[CH2:3]1. The yield is 0.610. (3) The reactants are [NH2:1][C:2]1[C:11]2[C:6](=[C:7](I)[C:8]([F:12])=[CH:9][CH:10]=2)[N:5]=[N:4][C:3]=1[C:14]([NH:16][CH:17]1[CH2:19][CH2:18]1)=[O:15].[CH3:20][O:21][C:22]1[CH:27]=[C:26]([O:28][CH3:29])[CH:25]=[CH:24][C:23]=1B(O)O. No catalyst specified. The product is [NH2:1][C:2]1[C:11]2[C:6](=[C:7]([C:25]3[CH:24]=[CH:23][C:22]([O:21][CH3:20])=[CH:27][C:26]=3[O:28][CH3:29])[C:8]([F:12])=[CH:9][CH:10]=2)[N:5]=[N:4][C:3]=1[C:14]([NH:16][CH:17]1[CH2:19][CH2:18]1)=[O:15]. The yield is 0.600. (4) The reactants are C([O:3][C:4](=O)[C:5]1[CH:10]=[CH:9][C:8]([Cl:11])=[C:7]([O:12][CH2:13][CH3:14])[CH:6]=1)C.[H-].C([Al+]CC(C)C)C(C)C. The catalyst is C1COCC1. The product is [Cl:11][C:8]1[CH:9]=[CH:10][C:5]([CH2:4][OH:3])=[CH:6][C:7]=1[O:12][CH2:13][CH3:14]. The yield is 1.00. (5) The reactants are C([O:3][C:4](=[O:21])[CH:5]([C:12]1[CH:17]=[CH:16][C:15]([N+:18]([O-:20])=[O:19])=[CH:14][CH:13]=1)[CH2:6][CH:7]1[CH2:11][CH2:10][CH2:9][CH2:8]1)C.[OH-].[Li+]. The catalyst is O1CCCC1.O. The product is [CH:7]1([CH2:6][CH:5]([C:12]2[CH:17]=[CH:16][C:15]([N+:18]([O-:20])=[O:19])=[CH:14][CH:13]=2)[C:4]([OH:21])=[O:3])[CH2:11][CH2:10][CH2:9][CH2:8]1. The yield is 0.936. (6) The reactants are [F:1][C:2]1[CH:3]=[C:4]([C:9](=[O:11])[CH3:10])[CH:5]=[CH:6][C:7]=1[OH:8].[Br:12]Br. The catalyst is O1CCOCC1. The product is [Br:12][CH2:10][C:9]([C:4]1[CH:5]=[CH:6][C:7]([OH:8])=[C:2]([F:1])[CH:3]=1)=[O:11]. The yield is 0.990. (7) The reactants are Br[Si](C)(C)C.C[O:7][P:8]([CH2:12][P:13]([CH2:18][CH2:19][CH2:20][CH2:21][CH2:22][CH2:23][CH2:24][CH2:25][CH2:26][CH:27]=[CH2:28])([O:15]CC)=[O:14])(=[O:11])[O:9]C.C(N(CCCC)CCCC)CCC.[Na+:42].[I-].CC(C)=O. The catalyst is CO. The product is [Na+:42].[Na+:42].[Na+:42].[CH2:18]([P:13]([CH2:12][P:8](=[O:7])([O-:11])[O-:9])([OH:15])=[O:14])[CH2:19][CH2:20][CH2:21][CH2:22][CH2:23][CH2:24][CH2:25][CH2:26][CH:27]=[CH2:28]. The yield is 0.740.